From a dataset of Full USPTO retrosynthesis dataset with 1.9M reactions from patents (1976-2016). Predict the reactants needed to synthesize the given product. (1) Given the product [C:1]([C:3]1[CH:4]=[C:5]([C:13]2[O:15][N:49]=[C:50]([C:51]3[CH:68]=[CH:67][C:54]4[CH2:55][CH2:56][N:57]([C:60]([O:62][C:63]([CH3:64])([CH3:65])[CH3:66])=[O:61])[CH2:58][CH2:59][C:53]=4[C:52]=3[CH3:69])[N:70]=2)[CH:6]=[N:7][C:8]=1[NH:9][CH:10]([CH3:11])[CH3:12])#[N:2], predict the reactants needed to synthesize it. The reactants are: [C:1]([C:3]1[CH:4]=[C:5]([C:13]([OH:15])=O)[CH:6]=[N:7][C:8]=1[NH:9][CH:10]([CH3:12])[CH3:11])#[N:2].C(N1CCOCC1)C.CN(C(ON1N=NC2C=CC=NC1=2)=[N+](C)C)C.F[P-](F)(F)(F)(F)F.O[NH:49][C:50](=[NH:70])[C:51]1[CH:68]=[CH:67][C:54]2[CH2:55][CH2:56][N:57]([C:60]([O:62][C:63]([CH3:66])([CH3:65])[CH3:64])=[O:61])[CH2:58][CH2:59][C:53]=2[C:52]=1[CH3:69]. (2) Given the product [CH:33]12[O:39][CH:37]([CH2:36][NH:35][CH2:34]1)[CH2:38][N:31]([C:19]1[N:18]=[C:17]([C:14]3[CH:13]=[CH:12][C:11]([NH:10][C:9]([NH:8][C:5]4[CH:4]=[CH:3][N:2]=[CH:7][CH:6]=4)=[O:47])=[CH:16][CH:15]=3)[N:22]=[C:21]3[N:23]([CH2:26][C:27]([F:29])([F:30])[F:28])[N:24]=[CH:25][C:20]=13)[CH2:32]2, predict the reactants needed to synthesize it. The reactants are: Cl.[N:2]1[CH:7]=[CH:6][C:5]([NH:8][C:9](=[O:47])[NH:10][C:11]2[CH:16]=[CH:15][C:14]([C:17]3[N:22]=[C:21]4[N:23]([CH2:26][C:27]([F:30])([F:29])[F:28])[N:24]=[CH:25][C:20]4=[C:19]([N:31]4[CH2:38][CH:37]5[O:39][CH:33]([CH2:34][N:35](C(OC(C)(C)C)=O)[CH2:36]5)[CH2:32]4)[N:18]=3)=[CH:13][CH:12]=2)=[CH:4][CH:3]=1.Cl. (3) The reactants are: [N:1]([C@H:4]1[C@H:9]([OH:10])[CH2:8][CH2:7][C@H:6]([C:11]([O:13][CH2:14][CH3:15])=[O:12])[CH2:5]1)=[N+]=[N-].[C:16](O[C:16]([O:18][C:19]([CH3:22])([CH3:21])[CH3:20])=[O:17])([O:18][C:19]([CH3:22])([CH3:21])[CH3:20])=[O:17]. Given the product [C:19]([O:18][C:16]([NH:1][C@H:4]1[C@H:9]([OH:10])[CH2:8][CH2:7][C@H:6]([C:11]([O:13][CH2:14][CH3:15])=[O:12])[CH2:5]1)=[O:17])([CH3:22])([CH3:21])[CH3:20], predict the reactants needed to synthesize it. (4) Given the product [Cl:10][CH2:11][C:12]([NH:1][C:2]1[CH:9]=[CH:8][CH:7]=[CH:6][C:3]=1[CH:4]=[O:5])=[O:13], predict the reactants needed to synthesize it. The reactants are: [NH2:1][C:2]1[CH:9]=[CH:8][CH:7]=[CH:6][C:3]=1[CH:4]=[O:5].[Cl:10][CH2:11][C:12](Cl)=[O:13].O. (5) The reactants are: [CH3:1][O:2][CH2:3][CH2:4][O:5][C:6]1[N:11]=[C:10]([CH3:12])[C:9]([C:13]2[C:14]3[CH:21]=[C:20]([CH2:22][O:23][C:24]4[CH:29]=[CH:28][C:27]([C@@H:30]([C:37]#[C:38][CH3:39])[CH2:31][C:32]([O:34]CC)=[O:33])=[CH:26][CH:25]=4)[CH:19]=[CH:18][C:15]=3[S:16][CH:17]=2)=[CH:8][CH:7]=1.[Li+].[OH-].Cl. Given the product [CH3:1][O:2][CH2:3][CH2:4][O:5][C:6]1[N:11]=[C:10]([CH3:12])[C:9]([C:13]2[C:14]3[CH:21]=[C:20]([CH2:22][O:23][C:24]4[CH:25]=[CH:26][C:27]([C@@H:30]([C:37]#[C:38][CH3:39])[CH2:31][C:32]([OH:34])=[O:33])=[CH:28][CH:29]=4)[CH:19]=[CH:18][C:15]=3[S:16][CH:17]=2)=[CH:8][CH:7]=1, predict the reactants needed to synthesize it.